From a dataset of Drug-target binding data from BindingDB using IC50 measurements. Regression. Given a target protein amino acid sequence and a drug SMILES string, predict the binding affinity score between them. We predict pIC50 (pIC50 = -log10(IC50 in M); higher means more potent). Dataset: bindingdb_ic50. (1) The drug is C=C(CC[C@@H](C(=O)O)[C@H]1[C@H](O)C[C@@]2(C)C3=C(CC[C@]12C)[C@@]1(C)CC[C@H](OC(C)=O)C(C)(C)[C@@H]1CC3)C(C)C. The target protein (P15445) has sequence NLYQFKNMIKCTVPSRSWWDFADYGCYCGRGGSGTPVDDLDRCCQVHDNCYNEAEKISGCWPYFKTYSYECSQGTLTCKGDNNACAASVCDCDRLAAICFAGAPYNDNNYNIDLKARCQ. The pIC50 is 2.5. (2) The small molecule is O=P(O)(O)C(Cc1ccccc1)c1ccccc1. The target protein (P15309) has sequence MRAAPLLLARAASLSLGFLFLLFFWLDRSVLAKELKFVTLVFRHGDRSPIDTFPTDPIKESSWPQGFGQLTQLGMEQHYELGEYIRKRYRKFLNESYKHEQVYIRSTDVDRTLMSAMTNLAALFPPEGVSIWNPILLWQPIPVHTVPLSEDQLLYLPFRNCPRFQELESETLKSEEFQKRLHPYKDFIATLGKLSGLHGQDLFGIWSKVYDPLYCESVHNFTLPSWATEDTMTKLRELSELSLLSLYGIHKQKEKSRLQGGVLVNEILNHMKRATQIPSYKKLIMYSAHDTTVSGLQMALDVYNGLLPPYASCHLTELYFEKGEYFVEMYYRNETQHEPYPLMLPGCSPSCPLERFAELVGPVIPQDWSTECMTTNSHQGTEDSTD. The pIC50 is 4.0.